From a dataset of Forward reaction prediction with 1.9M reactions from USPTO patents (1976-2016). Predict the product of the given reaction. (1) Given the reactants [CH:1]([N:14]1[CH2:17][C:16](=[O:18])[CH2:15]1)([C:8]1[CH:13]=[CH:12][CH:11]=[CH:10][CH:9]=1)[C:2]1[CH:7]=[CH:6][CH:5]=[CH:4][CH:3]=1.[CH:19]1([Mg]Br)[CH2:21][CH2:20]1.O1CCCC1.C(=O)([O-])[O-].[Na+].[Na+], predict the reaction product. The product is: [CH:1]([N:14]1[CH2:17][C:16]([CH:19]2[CH2:21][CH2:20]2)([OH:18])[CH2:15]1)([C:8]1[CH:13]=[CH:12][CH:11]=[CH:10][CH:9]=1)[C:2]1[CH:3]=[CH:4][CH:5]=[CH:6][CH:7]=1. (2) Given the reactants [H-].[Na+].[OH:3][CH:4]1[CH2:9][CH2:8][N:7]([C:10]([O:12][C:13]([CH3:16])([CH3:15])[CH3:14])=[O:11])[CH2:6][CH2:5]1.Cl[C:18]1[CH:19]=[C:20]([CH:28]=[C:29]([C:31]([F:34])([F:33])[F:32])[N:30]=1)[C:21]([O:23]C(C)(C)C)=[O:22], predict the reaction product. The product is: [C:13]([O:12][C:10]([N:7]1[CH2:6][CH2:5][CH:4]([O:3][C:18]2[CH:19]=[C:20]([CH:28]=[C:29]([C:31]([F:34])([F:32])[F:33])[N:30]=2)[C:21]([OH:23])=[O:22])[CH2:9][CH2:8]1)=[O:11])([CH3:16])([CH3:15])[CH3:14]. (3) Given the reactants CS([C:5]1[N:10]=[C:9]([C:11]2[N:15]([C:16]3[CH:21]=[CH:20][CH:19]=[CH:18][CH:17]=3)[N:14]=[CH:13][CH:12]=2)[CH:8]=[CH:7][N:6]=1)(=O)=O.[Cl:22][C:23]1[CH:24]=[C:25]([CH:27]=[CH:28][CH:29]=1)[NH2:26], predict the reaction product. The product is: [Cl:22][C:23]1[CH:24]=[C:25]([NH:26][C:5]2[N:10]=[C:9]([C:11]3[N:15]([C:16]4[CH:21]=[CH:20][CH:19]=[CH:18][CH:17]=4)[N:14]=[CH:13][CH:12]=3)[CH:8]=[CH:7][N:6]=2)[CH:27]=[CH:28][CH:29]=1. (4) Given the reactants [Cl:1][C:2]1[CH:7]=[CH:6][C:5]([C:8]2[CH:13]=[CH:12][C:11]([CH3:14])=[C:10]([CH:15]=[C:16]3[O:21][C:20](=[O:22])[CH2:19][O:18][C:17]3([CH3:24])[CH3:23])[CH:9]=2)=[CH:4][CH:3]=1.C(N(CC)CC)C.[C-]#N.[K+], predict the reaction product. The product is: [Cl:1][C:2]1[CH:7]=[CH:6][C:5]([C:8]2[CH:13]=[CH:12][C:11]([CH3:14])=[C:10]([CH:15]3[C:20](=[O:22])[CH2:19][O:18][C:17]([CH3:23])([CH3:24])[C:16]3=[O:21])[CH:9]=2)=[CH:4][CH:3]=1.